This data is from Full USPTO retrosynthesis dataset with 1.9M reactions from patents (1976-2016). The task is: Predict the reactants needed to synthesize the given product. (1) The reactants are: [Cl:1][C:2]1[C:9]([F:10])=[CH:8][CH:7]=[CH:6][C:3]=1[CH:4]=O.[CH3:11][C:12]([S@:15]([NH2:17])=[O:16])([CH3:14])[CH3:13]. Given the product [Cl:1][C:2]1[C:9]([F:10])=[CH:8][CH:7]=[CH:6][C:3]=1/[CH:4]=[N:17]/[S:15]([C:12]([CH3:14])([CH3:13])[CH3:11])=[O:16], predict the reactants needed to synthesize it. (2) Given the product [CH2:1]([O:8][C:9]([N:11]1[CH2:14][CH2:13][C@H:12]1[CH2:15][OH:16])=[O:10])[C:2]1[CH:7]=[CH:6][CH:5]=[CH:4][CH:3]=1, predict the reactants needed to synthesize it. The reactants are: [CH2:1]([O:8][C:9]([N:11]1[CH2:14][CH2:13][C@H:12]1[C:15](O)=[O:16])=[O:10])[C:2]1[CH:7]=[CH:6][CH:5]=[CH:4][CH:3]=1.B.CC(O)=O.C([O-])(O)=O.[Na+]. (3) The reactants are: O[CH2:2][CH2:3][O:4][C:5]1[CH:6]=[C:7]([C:14]2[C:15](=[O:31])[N:16]([CH3:30])[C:17](=[O:29])[C:18]=2[C:19]2[C:27]3[C:22](=[CH:23][CH:24]=[CH:25][CH:26]=3)[N:21]([CH3:28])[CH:20]=2)[C:8]2[O:12][CH:11]=[CH:10][C:9]=2[CH:13]=1.C1(P(C2C=CC=CC=2)C2C=CC=CC=2)C=CC=CC=1.C(Br)(Br)(Br)[Br:52]. Given the product [Br:52][CH2:2][CH2:3][O:4][C:5]1[CH:6]=[C:7]([C:14]2[C:15](=[O:31])[N:16]([CH3:30])[C:17](=[O:29])[C:18]=2[C:19]2[C:27]3[C:22](=[CH:23][CH:24]=[CH:25][CH:26]=3)[N:21]([CH3:28])[CH:20]=2)[C:8]2[O:12][CH:11]=[CH:10][C:9]=2[CH:13]=1, predict the reactants needed to synthesize it. (4) Given the product [F:1][C:2]1([F:36])[CH2:8][N:7]([CH2:9][CH2:10][CH2:11][C:12]2[CH:13]=[CH:14][CH:15]=[CH:16][CH:17]=2)[C:6]2[N:18]=[C:19]([NH:22][C:23]3[CH:31]=[CH:30][C:26]([C:27]([NH:39][CH3:37])=[O:29])=[CH:25][C:24]=3[O:32][CH3:33])[N:20]=[CH:21][C:5]=2[N:4]([CH3:34])[C:3]1=[O:35], predict the reactants needed to synthesize it. The reactants are: [F:1][C:2]1([F:36])[CH2:8][N:7]([CH2:9][CH2:10][CH2:11][C:12]2[CH:17]=[CH:16][CH:15]=[CH:14][CH:13]=2)[C:6]2[N:18]=[C:19]([NH:22][C:23]3[CH:31]=[CH:30][C:26]([C:27]([OH:29])=O)=[CH:25][C:24]=3[O:32][CH3:33])[N:20]=[CH:21][C:5]=2[N:4]([CH3:34])[C:3]1=[O:35].[CH2:37]([N:39](C(C)C)C(C)C)C.Cl.CN. (5) Given the product [NH2:8][C:9]1[N:14]=[C:13]([CH3:15])[N:12]=[C:11]([C:16]2[CH:23]=[C:20]([CH2:21][NH:44][C@H:45]([CH3:48])[CH2:46][OH:47])[CH:19]=[N:18][C:17]=2[NH:24][C:25]2[CH:26]=[N:27][C:28]([O:31][CH3:32])=[CH:29][CH:30]=2)[N:10]=1, predict the reactants needed to synthesize it. The reactants are: COC1C=CC(C[N:8](CC2C=CC(OC)=CC=2)[C:9]2[N:14]=[C:13]([CH3:15])[N:12]=[C:11]([C:16]3[C:17]([NH:24][C:25]4[CH:26]=[N:27][C:28]([O:31][CH3:32])=[CH:29][CH:30]=4)=[N:18][CH:19]=[C:20]([CH:23]=3)[CH:21]=O)[N:10]=2)=CC=1.[NH2:44][C@H:45]([CH3:48])[CH2:46][OH:47]. (6) Given the product [ClH:1].[ClH:1].[ClH:1].[NH:15]([C:2]1[CH:7]=[C:6]([C:8]2[CH:13]=[CH:12][CH:11]=[CH:10][CH:9]=2)[N:5]=[C:4]([CH3:14])[N:3]=1)[NH2:16], predict the reactants needed to synthesize it. The reactants are: [Cl:1][C:2]1[CH:7]=[C:6]([C:8]2[CH:13]=[CH:12][CH:11]=[CH:10][CH:9]=2)[N:5]=[C:4]([CH3:14])[N:3]=1.[NH2:15][NH2:16].C(=O)([O-])[O-].[K+].[K+]. (7) Given the product [C:1]([C:3]1[CH:8]=[C:7]([N:9]2[CH:13]=[N:12][N:11]=[N:10]2)[CH:6]=[CH:5][C:4]=1[CH2:14][C:15]([OH:17])=[O:16])#[N:2], predict the reactants needed to synthesize it. The reactants are: [C:1]([C:3]1[CH:8]=[C:7]([N:9]2[CH:13]=[N:12][N:11]=[N:10]2)[CH:6]=[CH:5][C:4]=1[CH2:14][C:15]([O:17]C(C)(C)C)=[O:16])#[N:2].C1(SC)C=CC=CC=1.C(O)(C(F)(F)F)=O. (8) Given the product [CH:31]([CH:34]1[C:39]2[N:40]=[CH:41][NH:42][C:38]=2[CH2:37][CH2:36][N:35]1[C:43]([O:10][CH2:9][CH2:8][O:7][C:3]1[CH:2]=[N:1][CH:6]=[CH:5][CH:4]=1)=[O:44])([CH3:33])[CH3:32], predict the reactants needed to synthesize it. The reactants are: [N:1]1[CH:6]=[CH:5][CH:4]=[C:3]([O:7][CH2:8][CH2:9][OH:10])[CH:2]=1.CN1CCOCC1.ClC(OC1C=CC([N+]([O-])=O)=CC=1)=O.[CH:31]([CH:34]1[C:39]2[N:40]=[CH:41][NH:42][C:38]=2[CH2:37][CH2:36][N:35]1[C:43](OCC1SC=CN=1)=[O:44])([CH3:33])[CH3:32].CCN(C(C)C)C(C)C. (9) Given the product [CH3:24][O:23][C:20]1[CH:19]=[CH:18][C:17]([S:14]([C:11]2[CH:12]=[CH:13][C:8]([CH2:7][C@H:6]([NH2:5])[CH3:25])=[CH:9][CH:10]=2)(=[O:15])=[O:16])=[CH:22][CH:21]=1, predict the reactants needed to synthesize it. The reactants are: FC(F)(F)C([NH:5][C@H:6]([CH3:25])[CH2:7][C:8]1[CH:13]=[CH:12][C:11]([S:14]([C:17]2[CH:22]=[CH:21][C:20]([O:23][CH3:24])=[CH:19][CH:18]=2)(=[O:16])=[O:15])=[CH:10][CH:9]=1)=O.CO.C(=O)([O-])[O-].[K+].[K+]. (10) The reactants are: O.C1(C)C=CC(S(O)(=O)=[O:9])=CC=1.C(N(C(C)C)CC)(C)C.N(C(OCC1C2C(=CC=CC=2)C2C1=CC=CC=2)=O)[C@H](C(O)=O)COC(C)(C)C.O.[CH2:51]1[CH2:56][CH2:55][CH:54]([N:57]=[C:58]=[N:59][CH:60]2[CH2:65][CH2:64][CH2:63][CH2:62][CH2:61]2)[CH2:53][CH2:52]1. Given the product [C:58]([NH:57][CH:54]1[CH2:53][CH2:52][CH2:51][CH2:56][CH2:55]1)([NH:59][CH:60]1[CH2:65][CH2:64][CH2:63][CH2:62][CH2:61]1)=[O:9], predict the reactants needed to synthesize it.